From a dataset of Forward reaction prediction with 1.9M reactions from USPTO patents (1976-2016). Predict the product of the given reaction. (1) Given the reactants Br[C:2]1[N:6](S(C2C=NC=CC=2)(=O)=O)[CH:5]=[C:4]([CH2:16][N:17]([CH3:25])[C:18](=[O:24])[O:19][C:20]([CH3:23])([CH3:22])[CH3:21])[CH:3]=1.[F:26][C:27]1[CH:32]=[CH:31][C:30]([F:33])=[CH:29][C:28]=1B(O)O.C(=O)([O-])[O-].[Na+].[Na+], predict the reaction product. The product is: [F:26][C:27]1[CH:32]=[CH:31][C:30]([F:33])=[CH:29][C:28]=1[C:2]1[NH:6][CH:5]=[C:4]([CH2:16][N:17]([CH3:25])[C:18](=[O:24])[O:19][C:20]([CH3:21])([CH3:22])[CH3:23])[CH:3]=1. (2) Given the reactants [CH2:1]([O:3][C:4](=[O:16])[CH2:5][CH2:6][C:7]1[CH:12]=[CH:11][C:10]([OH:13])=[CH:9][C:8]=1[O:14][CH3:15])[CH3:2].[CH3:17][N:18]1[C:22]([CH2:23]O)=[CH:21][C:20]([C:25]2[CH:30]=[CH:29][C:28]([O:31][C:32]([F:35])([F:34])[F:33])=[CH:27][CH:26]=2)=[N:19]1.CN(C)C(N=NC(N(C)C)=O)=O.C(P(CCCC)CCCC)CCC, predict the reaction product. The product is: [CH2:1]([O:3][C:4](=[O:16])[CH2:5][CH2:6][C:7]1[CH:12]=[CH:11][C:10]([O:13][CH2:23][C:22]2[N:18]([CH3:17])[N:19]=[C:20]([C:25]3[CH:26]=[CH:27][C:28]([O:31][C:32]([F:34])([F:33])[F:35])=[CH:29][CH:30]=3)[CH:21]=2)=[CH:9][C:8]=1[O:14][CH3:15])[CH3:2].